Dataset: Forward reaction prediction with 1.9M reactions from USPTO patents (1976-2016). Task: Predict the product of the given reaction. (1) Given the reactants [CH:1]1([CH2:6][C@H:7]([N:11]2[CH2:15][C:14]([O:16][CH3:17])=[CH:13][C:12]2=[O:18])[C:8]([OH:10])=O)[CH2:5][CH2:4][CH2:3][CH2:2]1.C(Cl)(=O)C(Cl)=O.[NH2:25][C:26]1[CH:30]=[CH:29][N:28]([CH2:31][C:32]([CH3:35])([OH:34])[CH3:33])[N:27]=1.C(N(CC)C(C)C)(C)C, predict the reaction product. The product is: [CH:1]1([CH2:6][C@H:7]([N:11]2[CH2:15][C:14]([O:16][CH3:17])=[CH:13][C:12]2=[O:18])[C:8]([NH:25][C:26]2[CH:30]=[CH:29][N:28]([CH2:31][C:32]([OH:34])([CH3:33])[CH3:35])[N:27]=2)=[O:10])[CH2:2][CH2:3][CH2:4][CH2:5]1. (2) Given the reactants [NH2:1][CH:2]([CH2:12][C:13]1[CH:18]=[CH:17][C:16]([O:19][C:20]([CH3:23])([CH3:22])[CH3:21])=[CH:15][CH:14]=1)[CH:3]([C:5]1[CH:10]=[CH:9][CH:8]=[C:7]([Cl:11])[CH:6]=1)[OH:4].[C:24]1([C:35](O)=[O:36])[CH:25]=[CH:26][CH:27]=[C:28]2[CH2:34][CH2:33][CH2:32][CH:31]=[CH:30][C:29]=12.Cl.C(N=C=NCCCN(C)C)C.O.ON1C2C=CC=CC=2N=N1, predict the reaction product. The product is: [O:19]([C:16]1[CH:15]=[CH:14][C:13]([CH2:12][CH:2]([NH:1][C:35]([C:24]2[CH:25]=[CH:26][CH:27]=[C:28]3[CH2:34][CH2:33][CH2:32][CH:31]=[CH:30][C:29]=23)=[O:36])[CH:3]([C:5]2[CH:10]=[CH:9][CH:8]=[C:7]([Cl:11])[CH:6]=2)[OH:4])=[CH:18][CH:17]=1)[C:20]([CH3:23])([CH3:22])[CH3:21]. (3) Given the reactants Br[C:2]1[C:3]([F:8])=[N:4][CH:5]=[CH:6][CH:7]=1.CC1(C)C(C)(C)OB([C:17]2[CH:22]=[CH:21][N:20]=[CH:19][CH:18]=2)O1.C(=O)([O-])[O-].[Cs+].[Cs+], predict the reaction product. The product is: [F:8][C:3]1[C:2]([C:17]2[CH:22]=[CH:21][N:20]=[CH:19][CH:18]=2)=[CH:7][CH:6]=[CH:5][N:4]=1. (4) Given the reactants [CH2:1]=[C:2]1[CH2:7][CH2:6][N:5]([C:8]([O:10][C:11]([CH3:14])([CH3:13])[CH3:12])=[O:9])[CH2:4][CH2:3]1.N#N.Cl[C:18](Cl)(Cl)[C:19](Cl)=[O:20].[NH4+].[Cl-], predict the reaction product. The product is: [O:20]=[C:19]1[CH2:18][C:2]2([CH2:7][CH2:6][N:5]([C:8]([O:10][C:11]([CH3:14])([CH3:13])[CH3:12])=[O:9])[CH2:4][CH2:3]2)[CH2:1]1. (5) Given the reactants [C:1]([O:4][CH2:5][C:6]([CH2:46][O:47][C:48](=[O:50])[CH3:49])([OH:45])[C:7]#[C:8][C:9]1[CH:14]=[CH:13][C:12]([C@@H:15]2[C@@H:18]([CH2:19][CH2:20][C@@H:21]([C:23]3[CH:28]=[CH:27][C:26]([F:29])=[CH:25][CH:24]=3)[OH:22])[C:17](=[O:30])[N:16]2[C:31]2[CH:36]=[CH:35][C:34]([O:37][S:38]([C:41]([F:44])([F:43])[F:42])(=[O:40])=[O:39])=[CH:33][CH:32]=2)=[CH:11][CH:10]=1)(=[O:3])[CH3:2].CC(OI1(OC(C)=O)(OC(C)=O)OC(=O)C2C=CC=CC1=2)=O, predict the reaction product. The product is: [C:1]([O:4][CH2:5][C:6]([CH2:46][O:47][C:48](=[O:50])[CH3:49])([OH:45])[C:7]#[C:8][C:9]1[CH:10]=[CH:11][C:12]([C@@H:15]2[C@@H:18]([CH2:19][CH2:20][C:21]([C:23]3[CH:24]=[CH:25][C:26]([F:29])=[CH:27][CH:28]=3)=[O:22])[C:17](=[O:30])[N:16]2[C:31]2[CH:36]=[CH:35][C:34]([O:37][S:38]([C:41]([F:44])([F:42])[F:43])(=[O:39])=[O:40])=[CH:33][CH:32]=2)=[CH:13][CH:14]=1)(=[O:3])[CH3:2]. (6) The product is: [CH3:3][O:4][C:5]1[CH:6]=[CH:7][C:8]2[N:9]([N:11]=[C:12]([C:24]3[CH:29]=[CH:28][CH:27]=[CH:26][CH:25]=3)[C:13]=2[CH2:14][C:15]2[O:19][C:18]([C:20]([OH:22])=[O:21])=[CH:17][CH:16]=2)[CH:10]=1. Given the reactants [OH-].[K+].[CH3:3][O:4][C:5]1[CH:6]=[CH:7][C:8]2[N:9]([N:11]=[C:12]([C:24]3[CH:29]=[CH:28][CH:27]=[CH:26][CH:25]=3)[C:13]=2[CH2:14][C:15]2[O:19][C:18]([C:20]([O:22]C)=[O:21])=[CH:17][CH:16]=2)[CH:10]=1.Cl, predict the reaction product. (7) Given the reactants C[O:2][C:3](=[O:22])[CH2:4][C:5]1[CH:10]=[CH:9][C:8]([O:11][CH2:12][CH2:13][CH:14]([O:16]S(C)(=O)=O)[CH3:15])=[C:7]([CH3:21])[CH:6]=1.[N:23]1[CH:28]=[CH:27][CH:26]=[N:25][C:24]=1[C:29]1[CH:34]=[C:33]([C:35]([F:38])([F:37])[F:36])[CH:32]=[CH:31][C:30]=1O, predict the reaction product. The product is: [CH3:21][C:7]1[CH:6]=[C:5]([CH2:4][C:3]([OH:2])=[O:22])[CH:10]=[CH:9][C:8]=1[O:11][CH2:12][CH2:13][C@H:14]([O:16][C:30]1[CH:31]=[CH:32][C:33]([C:35]([F:36])([F:37])[F:38])=[CH:34][C:29]=1[C:24]1[N:23]=[CH:28][CH:27]=[CH:26][N:25]=1)[CH3:15]. (8) Given the reactants [C:1]([C:4]1[CH:11]=[CH:10][C:7]([CH:8]=[O:9])=[CH:6][CH:5]=1)([OH:3])=[O:2].[NH2:12][C:13]1[CH:18]=[CH:17][CH:16]=[CH:15][C:14]=1O.C(C(C#N)=C(C#N)C#N)#N, predict the reaction product. The product is: [C:1]([C:4]1[CH:11]=[CH:10][C:7]([C:8]2[O:9][C:14]3[CH:15]=[CH:16][CH:17]=[CH:18][C:13]=3[N:12]=2)=[CH:6][CH:5]=1)([OH:3])=[O:2]. (9) Given the reactants C([N:11]([C:15]#[N:16])[C:12]([NH2:14])=[NH:13])CCCCCCCCC.[CH2:17]1[C:25]2[C:20](=[CH:21][CH:22]=[CH:23][CH:24]=2)[CH2:19][NH:18]1.[ClH:26].C(O[CH2:31][CH3:32])(=O)C.[C:33]1([CH3:40])[C:34]([CH3:39])=[CH:35][CH:36]=[CH:37][CH:38]=1, predict the reaction product. The product is: [ClH:26].[CH2:40]([NH:14][C:12]([NH:11][C:15](=[NH:16])[N:18]1[CH2:19][C:20]2[C:25](=[CH:24][CH:23]=[CH:22][CH:21]=2)[CH2:17]1)=[NH:13])[CH2:33][CH2:38][CH2:37][CH2:36][CH2:35][CH2:34][CH2:39][CH2:31][CH3:32].